Dataset: Catalyst prediction with 721,799 reactions and 888 catalyst types from USPTO. Task: Predict which catalyst facilitates the given reaction. (1) Reactant: CN(C(ON1N=NC2C=CC=NC1=2)=[N+](C)C)C.F[P-](F)(F)(F)(F)F.[CH:25]1([C:31]2[C:32]3[CH:33]=[CH:34][C:35]([C:65](=[O:73])[NH:66][S:67]([CH:70]([CH3:72])[CH3:71])(=[O:69])=[O:68])=[CH:36][C:37]=3[N:38]3[CH2:44][C:43]([C:45]4[N:49]([CH:50]5[CH2:52][CH2:51]5)[N:48]=[C:47]([CH:53]([CH3:55])[CH3:54])[C:46]=4[C:56]([OH:58])=O)=[CH:42][C:41]4[CH:59]=[C:60]([O:63][CH3:64])[CH:61]=[CH:62][C:40]=4[C:39]=23)[CH2:30][CH2:29][CH2:28][CH2:27][CH2:26]1.[CH3:74][C@H:75]1[O:80][C@@H:79]([CH3:81])[CH2:78][NH:77][CH2:76]1.CCN(C(C)C)C(C)C. Product: [CH:25]1([C:31]2[C:32]3[CH:33]=[CH:34][C:35]([C:65]([NH:66][S:67]([CH:70]([CH3:72])[CH3:71])(=[O:69])=[O:68])=[O:73])=[CH:36][C:37]=3[N:38]3[CH2:44][C:43]([C:45]4[N:49]([CH:50]5[CH2:52][CH2:51]5)[N:48]=[C:47]([CH:53]([CH3:55])[CH3:54])[C:46]=4[C:56]([N:77]4[CH2:76][C@H:75]([CH3:74])[O:80][C@H:79]([CH3:81])[CH2:78]4)=[O:58])=[CH:42][C:41]4[CH:59]=[C:60]([O:63][CH3:64])[CH:61]=[CH:62][C:40]=4[C:39]=23)[CH2:26][CH2:27][CH2:28][CH2:29][CH2:30]1. The catalyst class is: 3. (2) Product: [CH3:65][O:66][C:67]1[CH:72]=[CH:71][C:70]([CH2:73][NH:74][C:1]([C:4]2[CH:5]=[C:6]([B:10]([OH:12])[OH:11])[CH:7]=[CH:8][CH:9]=2)=[O:3])=[CH:69][CH:68]=1. Reactant: [C:1]([C:4]1[CH:5]=[C:6]([B:10]([OH:12])[OH:11])[CH:7]=[CH:8][CH:9]=1)([OH:3])=O.C1CN([P+](ON2N=NC3C=CC=CC2=3)(N2CCCC2)N2CCCC2)CC1.F[P-](F)(F)(F)(F)F.C1C=CC2N(O)N=NC=2C=1.CCN(C(C)C)C(C)C.[CH3:65][O:66][C:67]1[CH:72]=[CH:71][C:70]([CH2:73][NH2:74])=[CH:69][CH:68]=1. The catalyst class is: 3. (3) Reactant: [F:1][C:2]([F:12])([F:11])[C:3]1[CH:10]=[CH:9][C:6]([CH:7]=O)=[CH:5][CH:4]=1.Cl.[CH:14]1([NH:17][C:18]([NH2:20])=[NH:19])[CH2:16][CH2:15]1.[C:21]([CH2:23][C:24](OCC)=[O:25])#[N:22].C(=O)([O-])[O-].[K+].[K+]. Product: [CH:14]1([NH:17][C:18]2[N:20]=[C:24]([OH:25])[C:23]([C:21]#[N:22])=[C:7]([C:6]3[CH:9]=[CH:10][C:3]([C:2]([F:12])([F:11])[F:1])=[CH:4][CH:5]=3)[N:19]=2)[CH2:16][CH2:15]1. The catalyst class is: 14. (4) Reactant: Br[C:2]1[C:3]2[N:4]([N:25]=[CH:26][N:27]=2)[CH:5]=[C:6]([C:8]2[CH:24]=[CH:23][C:11]([C:12]([NH:14][CH2:15][CH2:16][C:17]3[CH:22]=[CH:21][N:20]=[CH:19][CH:18]=3)=[O:13])=[CH:10][CH:9]=2)[CH:7]=1.[CH3:28][O:29][C:30]1[CH:31]=[CH:32][C:33]([NH2:38])=[N:34][C:35]=1[O:36][CH3:37].CC(C1C=C(C(C)C)C(C2C=CC=CC=2P(C2CCCCC2)C2CCCCC2)=C(C(C)C)C=1)C.C([O-])([O-])=O.[Cs+].[Cs+]. Product: [CH3:28][O:29][C:30]1[CH:31]=[CH:32][C:33]([NH:38][C:2]2[C:3]3[N:4]([N:25]=[CH:26][N:27]=3)[CH:5]=[C:6]([C:8]3[CH:24]=[CH:23][C:11]([C:12]([NH:14][CH2:15][CH2:16][C:17]4[CH:22]=[CH:21][N:20]=[CH:19][CH:18]=4)=[O:13])=[CH:10][CH:9]=3)[CH:7]=2)=[N:34][C:35]=1[O:36][CH3:37]. The catalyst class is: 62. (5) Reactant: [Br:1][C:2]1[CH:3]=[C:4]([NH:13][C:14](=[O:28])[C@H:15]([NH:20]C(=O)OC(C)(C)C)[CH2:16][CH:17]([CH3:19])[CH3:18])[CH:5]=[CH:6][C:7]=1[C:8]1[O:12][CH:11]=[N:10][CH:9]=1.C(O)(C(F)(F)F)=O. Product: [NH2:20][C@H:15]([CH2:16][CH:17]([CH3:19])[CH3:18])[C:14]([NH:13][C:4]1[CH:5]=[CH:6][C:7]([C:8]2[O:12][CH:11]=[N:10][CH:9]=2)=[C:2]([Br:1])[CH:3]=1)=[O:28]. The catalyst class is: 2. (6) Reactant: C(S[C:4]1[NH:5][C:6](=[O:13])[C:7]2[S:12][CH2:11][CH2:10][C:8]=2[N:9]=1)C.Cl.CC(O)=[O:17]. Product: [NH:9]1[C:8]2[CH2:10][CH2:11][S:12][C:7]=2[C:6](=[O:13])[NH:5][C:4]1=[O:17]. The catalyst class is: 6.